From a dataset of Catalyst prediction with 721,799 reactions and 888 catalyst types from USPTO. Predict which catalyst facilitates the given reaction. (1) Reactant: N(OC(C)(C)C)=O.[F:8][C:9]1[CH:14]=[C:13]([Cl:15])[C:12]([N+:16]([O-])=O)=[CH:11][C:10]=1[C:19]1[C:24]([Cl:25])=[C:23]([CH3:26])[C:22]([C:27]([F:30])([F:29])[F:28])=[CH:21][N:20]=1.[N-:31]=[N+:32]=[N-].[Na+]. Product: [F:8][C:9]1[CH:14]=[C:13]([Cl:15])[C:12]([N:16]=[N+:31]=[N-:32])=[CH:11][C:10]=1[C:19]1[C:24]([Cl:25])=[C:23]([CH3:26])[C:22]([C:27]([F:30])([F:29])[F:28])=[CH:21][N:20]=1. The catalyst class is: 55. (2) Reactant: O=C1C2C(=CC=CC=2)C(=O)[N:3]1[O:12][CH:13]1[CH2:18][N:17]([C:19]([O:21][C:22]([CH3:25])([CH3:24])[CH3:23])=[O:20])[CH2:16][C:15]2[N:26]([CH3:29])[N:27]=[CH:28][C:14]1=2.C(Cl)Cl.O.NN. Product: [NH2:3][O:12][CH:13]1[CH2:18][N:17]([C:19]([O:21][C:22]([CH3:23])([CH3:24])[CH3:25])=[O:20])[CH2:16][C:15]2[N:26]([CH3:29])[N:27]=[CH:28][C:14]1=2. The catalyst class is: 8. (3) Reactant: [Br:1][C:2]1[CH:7]=[CH:6][C:5](F)=[C:4]([N+:9]([O-:11])=[O:10])[CH:3]=1.[CH3:12][CH:13]1[CH2:18][CH:17]([CH3:19])[CH2:16][NH:15][CH2:14]1. Product: [Br:1][C:2]1[CH:7]=[CH:6][C:5]([N:15]2[CH2:16][CH:17]([CH3:19])[CH2:18][CH:13]([CH3:12])[CH2:14]2)=[C:4]([N+:9]([O-:11])=[O:10])[CH:3]=1. The catalyst class is: 2.